From a dataset of Catalyst prediction with 721,799 reactions and 888 catalyst types from USPTO. Predict which catalyst facilitates the given reaction. (1) Reactant: [OH:1][CH2:2][C:3]1[CH:4]=[C:5]([N:9]2[C:13](=[O:14])[CH2:12][CH:11]([C:15]([O:17][CH3:18])=[O:16])[CH2:10]2)[CH:6]=[CH:7][CH:8]=1.[Cr](Cl)([O-])(=O)=O.[NH+]1C=CC=CC=1. Product: [CH:2]([C:3]1[CH:4]=[C:5]([N:9]2[C:13](=[O:14])[CH2:12][CH:11]([C:15]([O:17][CH3:18])=[O:16])[CH2:10]2)[CH:6]=[CH:7][CH:8]=1)=[O:1]. The catalyst class is: 2. (2) Reactant: [CH2:1]([N:3]1[C:7]2=[N:8][C:9]([CH2:33][CH3:34])=[C:10]([CH2:19][NH:20][C:21]([C:23]3[N:28]=[C:27]([C:29]([O:31]C)=[O:30])[CH:26]=[CH:25][CH:24]=3)=[O:22])[C:11]([NH:12][CH:13]3[CH2:18][CH2:17][O:16][CH2:15][CH2:14]3)=[C:6]2[CH:5]=[N:4]1)[CH3:2].O.[OH-].[Li+]. Product: [CH2:1]([N:3]1[C:7]2=[N:8][C:9]([CH2:33][CH3:34])=[C:10]([CH2:19][NH:20][C:21]([C:23]3[N:28]=[C:27]([C:29]([OH:31])=[O:30])[CH:26]=[CH:25][CH:24]=3)=[O:22])[C:11]([NH:12][CH:13]3[CH2:14][CH2:15][O:16][CH2:17][CH2:18]3)=[C:6]2[CH:5]=[N:4]1)[CH3:2]. The catalyst class is: 7. (3) Reactant: [CH:1]1([CH2:6][C@H:7]([C:11]2[CH:16]=[CH:15][C:14]([S:17]([CH:20]3[CH2:22][CH2:21]3)(=[O:19])=[O:18])=[CH:13][CH:12]=2)[C:8](O)=[O:9])[CH2:5][CH2:4][CH2:3][CH2:2]1.C(Cl)(=O)C(Cl)=O.[NH2:29][C:30]1[CH:34]=[CH:33][N:32]([CH2:35][C:36]([CH3:39])([OH:38])[CH3:37])[N:31]=1.N1C(C)=CC=CC=1C. Product: [CH:1]1([CH2:6][C@H:7]([C:11]2[CH:16]=[CH:15][C:14]([S:17]([CH:20]3[CH2:22][CH2:21]3)(=[O:18])=[O:19])=[CH:13][CH:12]=2)[C:8]([NH:29][C:30]2[CH:34]=[CH:33][N:32]([CH2:35][C:36]([OH:38])([CH3:37])[CH3:39])[N:31]=2)=[O:9])[CH2:2][CH2:3][CH2:4][CH2:5]1. The catalyst class is: 306. (4) Reactant: O[CH:2]1[C:11]2[C:6](=[CH:7][CH:8]=[CH:9][CH:10]=2)[NH:5][C:4](=[O:12])[C:3]1([CH3:14])[CH3:13].[CH:15]1[N:19]=[CH:18][N:17](C([N:17]2[CH:18]=[N:19][CH:15]=[CH:16]2)=O)[CH:16]=1. Product: [N:17]1([CH:2]2[C:11]3[C:6](=[CH:7][CH:8]=[CH:9][CH:10]=3)[NH:5][C:4](=[O:12])[C:3]2([CH3:14])[CH3:13])[CH:16]=[CH:15][N:19]=[CH:18]1. The catalyst class is: 10.